Dataset: Reaction yield outcomes from USPTO patents with 853,638 reactions. Task: Predict the reaction yield, written as a fraction of the theoretical maximum amount of product (1.0 means a 100% yield; for example, 0.34 means a 34% yield). (1) The reactants are Cl.[CH:2]12[CH2:20][CH:5]([CH:6]([NH:8][C:9]([C:11]3[C:19]4[C:14](=[CH:15][CH:16]=[CH:17][CH:18]=4)[NH:13][N:12]=3)=[O:10])[CH2:7]1)[CH2:4][NH:3]2.[CH2:21]1[CH:23]([CH:24](O)C#N)[CH2:22]1.C(N(CC)C(C)C)(C)C.C(O)(=O)C.C(O[BH-](OC(=O)C)OC(=O)C)(=O)C.[Na+]. The catalyst is O. The product is [CH:23]1([CH2:24][N:3]2[CH2:4][CH:5]3[CH2:20][CH:2]2[CH2:7][CH:6]3[NH:8][C:9]([C:11]2[C:19]3[C:14](=[CH:15][CH:16]=[CH:17][CH:18]=3)[NH:13][N:12]=2)=[O:10])[CH2:21][CH2:22]1. The yield is 0.500. (2) The reactants are [H-].[Na+].[F:3][C:4]1[CH:19]=[CH:18][C:7]2[C:8]([C:11]3[CH:12]=[C:13](O)[CH:14]=[CH:15][CH:16]=3)=[N:9][O:10][C:6]=2[CH:5]=1.CC1C=CC(S([O:30][CH2:31][C@@H:32]2[O:34][CH2:33]2)(=O)=O)=CC=1.O. The catalyst is CN(C)C=O. The product is [F:3][C:4]1[CH:19]=[CH:18][C:7]2[C:8]([C:11]3[CH:12]=[CH:13][C:14]([O:30][CH2:31][C@H:32]4[CH2:33][O:34]4)=[CH:15][CH:16]=3)=[N:9][O:10][C:6]=2[CH:5]=1. The yield is 0.780.